Predict the reactants needed to synthesize the given product. From a dataset of Full USPTO retrosynthesis dataset with 1.9M reactions from patents (1976-2016). (1) Given the product [C:1]1([NH:7][C:8](=[O:26])[O:9][CH2:10][C@H:11]2[O:16][CH2:15][C@@H:14]([CH3:17])[N:13]([C:18]3[CH:23]=[C:22]([C:32]4[CH:33]=[CH:34][C:29]([C:27]#[N:28])=[C:30]([F:38])[CH:31]=4)[N:21]=[C:20]([NH2:25])[N:19]=3)[CH2:12]2)[CH:6]=[CH:5][CH:4]=[CH:3][CH:2]=1, predict the reactants needed to synthesize it. The reactants are: [C:1]1([NH:7][C:8](=[O:26])[O:9][CH2:10][C@H:11]2[O:16][CH2:15][C@@H:14]([CH3:17])[N:13]([C:18]3[CH:23]=[C:22](Cl)[N:21]=[C:20]([NH2:25])[N:19]=3)[CH2:12]2)[CH:6]=[CH:5][CH:4]=[CH:3][CH:2]=1.[C:27]([C:29]1[CH:34]=[CH:33][C:32](B(O)O)=[CH:31][C:30]=1[F:38])#[N:28].C([O-])([O-])=O.[K+].[K+].Cl. (2) Given the product [Br:12][C:11]1[C:7]([C@@H:20]2[CH2:19][O:18][CH2:17][C@H:16]2[OH:15])=[C:8]([CH3:14])[S:9][C:10]=1[CH3:13], predict the reactants needed to synthesize it. The reactants are: C([Li])CCC.Br[C:7]1[C:11]([Br:12])=[C:10]([CH3:13])[S:9][C:8]=1[CH3:14].[O:15]1[CH:20]2[CH:16]1[CH2:17][O:18][CH2:19]2.B(F)(F)F.CCOCC.[Cl-].[NH4+]. (3) Given the product [CH2:1]([NH:8][C:9]([N:18]1[CH2:19][CH2:20][C:21]2[N:12]=[C:13]([C:22]([O:24][CH3:25])=[O:23])[CH:14]=[CH:15][C:16]=2[CH2:17]1)=[O:10])[C:2]1[CH:7]=[CH:6][CH:5]=[CH:4][CH:3]=1, predict the reactants needed to synthesize it. The reactants are: [CH2:1]([N:8]=[C:9]=[O:10])[C:2]1[CH:7]=[CH:6][CH:5]=[CH:4][CH:3]=1.Cl.[N:12]1[C:21]2[CH2:20][CH2:19][NH:18][CH2:17][C:16]=2[CH:15]=[CH:14][C:13]=1[C:22]([O:24][CH3:25])=[O:23].CCN(C(C)C)C(C)C. (4) The reactants are: C([O:4][C@H:5]([CH2:9][C:10]([NH:12][C:13]1[CH:18]=[CH:17][C:16]([C:19]2[C:23]([NH:24][C:25]([O:27][CH:28]([C:30]3[CH:35]=[CH:34][CH:33]=[CH:32][C:31]=3[Cl:36])[CH3:29])=[O:26])=[CH:22][O:21][N:20]=2)=[CH:15][CH:14]=1)=[O:11])[C:6]([OH:8])=[O:7])(=O)C.[OH-].[Na+].Cl. Given the product [Cl:36][C:31]1[CH:32]=[CH:33][CH:34]=[CH:35][C:30]=1[CH:28]([O:27][C:25]([NH:24][C:23]1[C:19]([C:16]2[CH:17]=[CH:18][C:13]([NH:12][C:10](=[O:11])[CH2:9][C@@H:5]([OH:4])[C:6]([OH:8])=[O:7])=[CH:14][CH:15]=2)=[N:20][O:21][CH:22]=1)=[O:26])[CH3:29], predict the reactants needed to synthesize it. (5) Given the product [ClH:23].[NH2:1][C:2]([CH2:7][CH2:8][C:9]1[CH:14]=[CH:13][C:12]([CH2:15][CH2:16][CH2:17][CH2:18][CH2:19][CH2:20][CH2:21][CH3:22])=[CH:11][CH:10]=1)([CH2:5][OH:6])[CH2:3][OH:4], predict the reactants needed to synthesize it. The reactants are: [NH2:1][C:2]([CH2:7][CH2:8][C:9]1[CH:14]=[CH:13][C:12]([CH2:15][CH2:16][CH2:17][CH2:18][CH2:19][CH2:20][CH2:21][CH3:22])=[CH:11][CH:10]=1)([CH2:5][OH:6])[CH2:3][OH:4].[ClH:23]. (6) Given the product [Cl:26][C:27]1[N:32]=[C:31]([NH:12][CH2:11][CH2:10][CH2:9][O:8][C:7]2[CH:13]=[CH:14][C:4]([O:3][C:2]([F:15])([F:16])[F:1])=[CH:5][CH:6]=2)[CH:30]=[CH:29][N:28]=1, predict the reactants needed to synthesize it. The reactants are: [F:1][C:2]([F:16])([F:15])[O:3][C:4]1[CH:14]=[CH:13][C:7]([O:8][CH2:9][CH2:10][CH2:11][NH2:12])=[CH:6][CH:5]=1.CCN(C(C)C)C(C)C.[Cl:26][C:27]1[N:32]=[C:31](Cl)[CH:30]=[CH:29][N:28]=1.